Dataset: Full USPTO retrosynthesis dataset with 1.9M reactions from patents (1976-2016). Task: Predict the reactants needed to synthesize the given product. (1) Given the product [C:10]([O:7][CH2:6][C:5]1[CH:8]=[CH:9][C:2]([OH:1])=[CH:3][CH:4]=1)(=[O:12])[CH3:11], predict the reactants needed to synthesize it. The reactants are: [OH:1][C:2]1[CH:9]=[CH:8][C:5]([CH2:6][OH:7])=[CH:4][CH:3]=1.[C:10](OC=C)(=[O:12])[CH3:11].C(OCC)(=O)C.CCCCCCC. (2) Given the product [CH3:13][O:14][CH2:15][O:3][C:4]1[CH:5]=[CH:6][C:7]([C:10](=[O:12])[CH3:11])=[N:8][CH:9]=1, predict the reactants needed to synthesize it. The reactants are: [H-].[Na+].[OH:3][C:4]1[CH:5]=[CH:6][C:7]([C:10](=[O:12])[CH3:11])=[N:8][CH:9]=1.[CH2:13](Cl)[O:14][CH3:15]. (3) Given the product [NH2:9][C:8]1[C:7]([OH:6])=[C:13]([S:14]([N:17]2[CH2:22][CH2:21][N:20]([CH3:23])[CH2:19][CH2:18]2)(=[O:16])=[O:15])[C:12]([Cl:24])=[CH:11][CH:10]=1, predict the reactants needed to synthesize it. The reactants are: C(C1[O:6][C:7]2[C:13]([S:14]([N:17]3[CH2:22][CH2:21][N:20]([CH3:23])[CH2:19][CH2:18]3)(=[O:16])=[O:15])=[C:12]([Cl:24])[CH:11]=[CH:10][C:8]=2[N:9]=1)(C)(C)C.O.OS(O)(=O)=O.[OH-].[Na+]. (4) Given the product [ClH:1].[ClH:1].[CH3:6][NH:5][CH2:4][C@H:3]([C:14]1[N:15]=[CH:16][CH:17]=[CH:18][N:19]=1)[OH:2], predict the reactants needed to synthesize it. The reactants are: [ClH:1].[OH:2][C@@H:3]([C:14]1[N:19]=[CH:18][CH:17]=[CH:16][N:15]=1)[CH2:4][N:5](C)[C:6](=O)OC(C)(C)C. (5) Given the product [CH3:1][O:2][C:3]1[CH:4]=[C:5]([NH:15][C:17]2[CH:18]=[C:19]([C:38]([F:39])([F:40])[F:41])[CH:20]=[C:21]([NH:23][C:24]3[CH:29]=[CH:28][C:27]([N:30]4[CH:34]=[C:33]([CH3:35])[N:32]=[CH:31]4)=[C:26]([O:36][CH3:37])[CH:25]=3)[N:22]=2)[CH:6]=[CH:7][C:8]=1[N:9]1[CH:13]=[C:12]([CH3:14])[N:11]=[CH:10]1, predict the reactants needed to synthesize it. The reactants are: [CH3:1][O:2][C:3]1[CH:4]=[C:5]([NH2:15])[CH:6]=[CH:7][C:8]=1[N:9]1[CH:13]=[C:12]([CH3:14])[N:11]=[CH:10]1.Cl[C:17]1[N:22]=[C:21]([NH:23][C:24]2[CH:29]=[CH:28][C:27]([N:30]3[CH:34]=[C:33]([CH3:35])[N:32]=[CH:31]3)=[C:26]([O:36][CH3:37])[CH:25]=2)[CH:20]=[C:19]([C:38]([F:41])([F:40])[F:39])[CH:18]=1. (6) Given the product [CH2:1]([O:3][C:4](=[O:42])[CH2:5][CH2:6][CH2:7][O:8][C:9]1[CH:14]=[CH:13][CH:12]=[C:11]([CH2:15][CH2:16][CH2:17][CH2:18][CH2:19][CH2:20][O:21][C:22]2[CH:23]=[C:24]([C:47]3[CH:48]=[CH:49][C:44]([Cl:43])=[CH:45][CH:46]=3)[CH:25]=[C:26]([S:28]([CH2:31][CH2:32][CH3:33])(=[O:30])=[O:29])[CH:27]=2)[C:10]=1[CH2:35][CH2:36][C:37]([O:39][CH2:40][CH3:41])=[O:38])[CH3:2], predict the reactants needed to synthesize it. The reactants are: [CH2:1]([O:3][C:4](=[O:42])[CH2:5][CH2:6][CH2:7][O:8][C:9]1[CH:14]=[CH:13][CH:12]=[C:11]([CH2:15][CH2:16][CH2:17][CH2:18][CH2:19][CH2:20][O:21][C:22]2[CH:27]=[C:26]([S:28]([CH2:31][CH2:32][CH3:33])(=[O:30])=[O:29])[CH:25]=[C:24](Br)[CH:23]=2)[C:10]=1[CH2:35][CH2:36][C:37]([O:39][CH2:40][CH3:41])=[O:38])[CH3:2].[Cl:43][C:44]1[CH:49]=[CH:48][C:47](B(O)O)=[CH:46][CH:45]=1.C(=O)([O-])[O-].[Cs+].[Cs+].